From a dataset of Forward reaction prediction with 1.9M reactions from USPTO patents (1976-2016). Predict the product of the given reaction. Given the reactants [F:1][C:2]([F:15])([F:14])[C:3]1[C:12]2[C:7](=[CH:8][CH:9]=[C:10]([CH3:13])[CH:11]=2)[N:6]=[CH:5][CH:4]=1.[Br:16]N1C(=O)CCC1=O.N(C(C)(C)C#N)=NC(C)(C)C#N, predict the reaction product. The product is: [Br:16][CH2:13][C:10]1[CH:11]=[C:12]2[C:7](=[CH:8][CH:9]=1)[N:6]=[CH:5][CH:4]=[C:3]2[C:2]([F:1])([F:14])[F:15].